Dataset: Human liver microsome stability data. Task: Regression/Classification. Given a drug SMILES string, predict its absorption, distribution, metabolism, or excretion properties. Task type varies by dataset: regression for continuous measurements (e.g., permeability, clearance, half-life) or binary classification for categorical outcomes (e.g., BBB penetration, CYP inhibition). Dataset: hlm. (1) The drug is CC(C)c1ccc(SCC(=O)N2CCOCC2C(=O)O)cc1. The result is 0 (unstable in human liver microsomes). (2) The molecule is COC(=O)Nc1ccc2c(c1)NC(=O)[C@H](C)CCC[C@H](N1CCC(c3c(F)ccc(Cl)c3F)CC1=O)c1cc-2ccn1. The result is 1 (stable in human liver microsomes).